The task is: Regression. Given two drug SMILES strings and cell line genomic features, predict the synergy score measuring deviation from expected non-interaction effect.. This data is from NCI-60 drug combinations with 297,098 pairs across 59 cell lines. (1) Drug 1: CN1CCC(CC1)COC2=C(C=C3C(=C2)N=CN=C3NC4=C(C=C(C=C4)Br)F)OC. Drug 2: CC1=C2C(C(=O)C3(C(CC4C(C3C(C(C2(C)C)(CC1OC(=O)C(C(C5=CC=CC=C5)NC(=O)OC(C)(C)C)O)O)OC(=O)C6=CC=CC=C6)(CO4)OC(=O)C)O)C)O. Cell line: CCRF-CEM. Synergy scores: CSS=64.2, Synergy_ZIP=8.38, Synergy_Bliss=6.68, Synergy_Loewe=-29.1, Synergy_HSA=5.70. (2) Drug 1: CCCS(=O)(=O)NC1=C(C(=C(C=C1)F)C(=O)C2=CNC3=C2C=C(C=N3)C4=CC=C(C=C4)Cl)F. Drug 2: CC1CCCC2(C(O2)CC(NC(=O)CC(C(C(=O)C(C1O)C)(C)C)O)C(=CC3=CSC(=N3)C)C)C. Cell line: SNB-19. Synergy scores: CSS=2.71, Synergy_ZIP=1.22, Synergy_Bliss=3.47, Synergy_Loewe=-2.49, Synergy_HSA=0.506. (3) Drug 1: CC1=C(C(=CC=C1)Cl)NC(=O)C2=CN=C(S2)NC3=CC(=NC(=N3)C)N4CCN(CC4)CCO. Drug 2: CCCCC(=O)OCC(=O)C1(CC(C2=C(C1)C(=C3C(=C2O)C(=O)C4=C(C3=O)C=CC=C4OC)O)OC5CC(C(C(O5)C)O)NC(=O)C(F)(F)F)O. Cell line: UACC62. Synergy scores: CSS=62.1, Synergy_ZIP=5.32, Synergy_Bliss=5.28, Synergy_Loewe=5.52, Synergy_HSA=5.84. (4) Drug 1: C1CN1C2=NC(=NC(=N2)N3CC3)N4CC4. Drug 2: CC(C)CN1C=NC2=C1C3=CC=CC=C3N=C2N. Cell line: SK-MEL-28. Synergy scores: CSS=17.1, Synergy_ZIP=-1.96, Synergy_Bliss=-1.24, Synergy_Loewe=-1.86, Synergy_HSA=-1.61. (5) Drug 2: C1CN(CCN1C(=O)CCBr)C(=O)CCBr. Synergy scores: CSS=44.9, Synergy_ZIP=-9.21, Synergy_Bliss=-10.3, Synergy_Loewe=-9.38, Synergy_HSA=-5.79. Cell line: U251. Drug 1: CC1=C2C(C(=O)C3(C(CC4C(C3C(C(C2(C)C)(CC1OC(=O)C(C(C5=CC=CC=C5)NC(=O)OC(C)(C)C)O)O)OC(=O)C6=CC=CC=C6)(CO4)OC(=O)C)OC)C)OC. (6) Drug 1: CN1C(=O)N2C=NC(=C2N=N1)C(=O)N. Drug 2: CCC1(C2=C(COC1=O)C(=O)N3CC4=CC5=C(C=CC(=C5CN(C)C)O)N=C4C3=C2)O. Cell line: NCI-H460. Synergy scores: CSS=68.0, Synergy_ZIP=3.42, Synergy_Bliss=1.53, Synergy_Loewe=-0.796, Synergy_HSA=4.11. (7) Drug 1: CNC(=O)C1=CC=CC=C1SC2=CC3=C(C=C2)C(=NN3)C=CC4=CC=CC=N4. Drug 2: CC1=CC=C(C=C1)C2=CC(=NN2C3=CC=C(C=C3)S(=O)(=O)N)C(F)(F)F. Cell line: OVCAR-5. Synergy scores: CSS=3.71, Synergy_ZIP=-0.162, Synergy_Bliss=2.92, Synergy_Loewe=0.495, Synergy_HSA=0.741.